From a dataset of Full USPTO retrosynthesis dataset with 1.9M reactions from patents (1976-2016). Predict the reactants needed to synthesize the given product. (1) Given the product [O:36]=[S:4]1(=[O:3])[C:10]2[CH:11]=[C:12]([O:16][CH:17]([C:19]([OH:21])=[O:20])[CH3:18])[C:13]([Br:15])=[CH:14][C:9]=2[N:8]([C:24]2[CH:29]=[CH:28][CH:27]=[CH:26][CH:25]=2)[CH2:7][C:6]([CH2:32][CH2:33][CH2:34][CH3:35])([CH2:30][CH3:31])[CH2:5]1, predict the reactants needed to synthesize it. The reactants are: [OH-].[Na+].[O:3]=[S:4]1(=[O:36])[C:10]2[CH:11]=[C:12]([O:16][CH:17]([C:19]([O:21]CC)=[O:20])[CH3:18])[C:13]([Br:15])=[CH:14][C:9]=2[N:8]([C:24]2[CH:29]=[CH:28][CH:27]=[CH:26][CH:25]=2)[CH2:7][C:6]([CH2:32][CH2:33][CH2:34][CH3:35])([CH2:30][CH3:31])[CH2:5]1.CC(O)=O. (2) Given the product [Cl:1][C:2]1[C:3]([F:11])=[CH:4][CH:5]=[C:6]([O:8][CH2:9][CH3:10])[C:7]=1[CH:23]=[O:24], predict the reactants needed to synthesize it. The reactants are: [Cl:1][C:2]1[CH:7]=[C:6]([O:8][CH2:9][CH3:10])[CH:5]=[CH:4][C:3]=1[F:11].[Li+].CC([N-]C(C)C)C.CN([CH:23]=[O:24])C. (3) Given the product [F:1][C:2]1[CH:7]=[CH:6][CH:5]=[CH:4][C:3]=1[N:8]1[C:16]2[C:11](=[C:12]([N:17]3[CH2:24][C@H:23]4[C@H:19]([N:20]([C:29](=[O:30])[CH2:28][C:27]([OH:26])([CH3:33])[CH3:32])[CH2:21][CH2:22]4)[C:18]3=[O:25])[CH:13]=[CH:14][CH:15]=2)[CH:10]=[N:9]1, predict the reactants needed to synthesize it. The reactants are: [F:1][C:2]1[CH:7]=[CH:6][CH:5]=[CH:4][C:3]=1[N:8]1[C:16]2[C:11](=[C:12]([N:17]3[CH2:24][C@H:23]4[C@H:19]([NH:20][CH2:21][CH2:22]4)[C:18]3=[O:25])[CH:13]=[CH:14][CH:15]=2)[CH:10]=[N:9]1.[OH:26][C:27]([CH3:33])([CH3:32])[CH2:28][C:29](O)=[O:30].C(N(CC)CC)C.F[P-](F)(F)(F)(F)F.CN(C(N1C2C(=NC=CC=2)[N+]([O-])=N1)=[N+](C)C)C. (4) Given the product [Br:29][C:10]1[C:11]2[C:16](=[C:15]([N+:17]([O-:19])=[O:18])[CH:14]=[C:13]([CH2:20][N:21]3[CH2:26][CH2:25][S:24](=[O:27])(=[O:28])[CH2:23][CH2:22]3)[CH:12]=2)[NH:8][C:9]=1[C:30]1[CH:31]=[CH:32][CH:33]=[CH:34][CH:35]=1, predict the reactants needed to synthesize it. The reactants are: C([N:8]1[C:16]2[C:11](=[CH:12][C:13]([CH2:20][N:21]3[CH2:26][CH2:25][S:24](=[O:28])(=[O:27])[CH2:23][CH2:22]3)=[CH:14][C:15]=2[N+:17]([O-:19])=[O:18])[C:10]([Br:29])=[C:9]1[C:30]1[CH:35]=[CH:34][CH:33]=[CH:32][CH:31]=1)(OC(C)(C)C)=O.Cl. (5) Given the product [Cl:30][CH2:31][CH2:32][CH2:33][O:34][C:2]1[NH:1][C:9]2[C:4]([C:3]=1[C:10]([O:12][CH3:13])=[O:11])=[CH:5][CH:6]=[CH:7][CH:8]=2, predict the reactants needed to synthesize it. The reactants are: [NH:1]1[C:9]2[C:4](=[CH:5][CH:6]=[CH:7][CH:8]=2)[C:3]([C:10]([O:12][CH3:13])=[O:11])=[CH:2]1.C1N2CCN(CC2)C1.C1C(=O)N(Cl)C(=O)C1.[Cl:30][CH2:31][CH2:32][CH2:33][OH:34].CS(O)(=O)=O. (6) Given the product [C:28]([C:27]1[C:26]([CH3:30])=[C:25]([CH:31]([OH:32])[CH2:33][N:18]2[CH2:17][CH2:16][CH:15]([NH:14][C:12]([C:8]3[CH:7]=[C:6]4[C:11](=[CH:10][CH:9]=3)[C:3](=[O:2])[O:4][CH2:5]4)=[O:13])[CH2:20][CH2:19]2)[CH:24]=[CH:23][C:22]=1[F:21])#[N:29], predict the reactants needed to synthesize it. The reactants are: Cl.[O:2]=[C:3]1[C:11]2[C:6](=[CH:7][C:8]([C:12]([NH:14][CH:15]3[CH2:20][CH2:19][NH:18][CH2:17][CH2:16]3)=[O:13])=[CH:9][CH:10]=2)[CH2:5][O:4]1.[F:21][C:22]1[C:27]([C:28]#[N:29])=[C:26]([CH3:30])[C:25]([CH:31]2[CH2:33][O:32]2)=[CH:24][CH:23]=1.